Dataset: Forward reaction prediction with 1.9M reactions from USPTO patents (1976-2016). Task: Predict the product of the given reaction. (1) Given the reactants [CH2:1]([N:8]1[CH2:12][C@H:11]([C:13]2[CH:18]=[CH:17][C:16]([Cl:19])=[CH:15][CH:14]=2)[C@H:10]([C:20]([OH:22])=[O:21])[CH2:9]1)[C:2]1[CH:7]=[CH:6][CH:5]=[CH:4][CH:3]=1.S(=O)(=O)(O)O.Cl[CH2:29]Cl.C(=O)([O-])[O-].[Na+].[Na+], predict the reaction product. The product is: [CH3:29][O:21][C:20]([C@H:10]1[C@@H:11]([C:13]2[CH:14]=[CH:15][C:16]([Cl:19])=[CH:17][CH:18]=2)[CH2:12][N:8]([CH2:1][C:2]2[CH:3]=[CH:4][CH:5]=[CH:6][CH:7]=2)[CH2:9]1)=[O:22]. (2) Given the reactants [CH2:1]1[C:10]2[C:5](=[CH:6][CH:7]=[CH:8][CH:9]=2)[CH2:4][CH2:3][NH:2]1.[Cl:11][C:12]1[CH:17]=[N:16][CH:15]=[C:14](Cl)[N:13]=1, predict the reaction product. The product is: [Cl:11][C:12]1[N:13]=[C:14]([N:2]2[CH2:3][CH2:4][C:5]3[C:10](=[CH:9][CH:8]=[CH:7][CH:6]=3)[CH2:1]2)[CH:15]=[N:16][CH:17]=1. (3) Given the reactants [Cl:1][C:2]1[C:7]([OH:8])=[CH:6][CH:5]=[CH:4][N:3]=1.[Cl:9][C:10]1[C:11](F)=[CH:12][C:13]2[O:18][CH:17]([C:19]([F:22])([F:21])[F:20])[C:16]([C:23]([O:25]CC)=[O:24])=[CH:15][C:14]=2[CH:28]=1, predict the reaction product. The product is: [Cl:9][C:10]1[C:11]([O:8][C:7]2[C:2]([Cl:1])=[N:3][CH:4]=[CH:5][CH:6]=2)=[CH:12][C:13]2[O:18][CH:17]([C:19]([F:21])([F:20])[F:22])[C:16]([C:23]([OH:25])=[O:24])=[CH:15][C:14]=2[CH:28]=1. (4) Given the reactants [Cl:1][C:2]1[CH:7]=[CH:6][C:5]([S:8]([CH2:11][C:12]2[CH:17]=[C:16]([F:18])[CH:15]=[CH:14][C:13]=2[F:19])(=[O:10])=[O:9])=[CH:4][CH:3]=1.C(C=P(CCCC)(CCCC)CCCC)#N.[CH:36]([O:38][CH2:39][CH2:40][O:41][CH2:42][CH2:43]O)=[CH2:37], predict the reaction product. The product is: [Cl:1][C:2]1[CH:7]=[CH:6][C:5]([S:8]([CH:11]([C:12]2[CH:17]=[C:16]([F:18])[CH:15]=[CH:14][C:13]=2[F:19])[CH2:43][CH2:42][O:41][CH2:40][CH2:39][O:38][CH:36]=[CH2:37])(=[O:10])=[O:9])=[CH:4][CH:3]=1.